Predict the product of the given reaction. From a dataset of Forward reaction prediction with 1.9M reactions from USPTO patents (1976-2016). (1) Given the reactants [Cl:1][C:2]1[CH:7]=[C:6]([Cl:8])[CH:5]=[C:4]([N+:9]([O-])=O)[C:3]=1[OH:12].S(S([O-])=O)([O-])=O.[Na+].[Na+], predict the reaction product. The product is: [NH2:9][C:4]1[CH:5]=[C:6]([Cl:8])[CH:7]=[C:2]([Cl:1])[C:3]=1[OH:12]. (2) Given the reactants Br[C:2]1[CH:3]=[C:4]([NH:10][C:11]2[CH:21]=[C:14]3[CH2:15][O:16][C:17]([CH3:20])([CH3:19])[CH2:18][N:13]3[N:12]=2)[C:5](=[O:9])[N:6]([CH3:8])[CH:7]=1.[CH3:22][C:23]1([CH3:39])[C:27]([CH3:29])([CH3:28])[O:26][B:25]([B:25]2[O:26][C:27]([CH3:29])([CH3:28])[C:23]([CH3:39])([CH3:22])[O:24]2)[O:24]1.C([O-])(=O)C.[K+], predict the reaction product. The product is: [CH3:19][C:17]1([CH3:20])[O:16][CH2:15][C:14]2=[CH:21][C:11]([NH:10][C:4]3[C:5](=[O:9])[N:6]([CH3:8])[CH:7]=[C:2]([B:25]4[O:26][C:27]([CH3:29])([CH3:28])[C:23]([CH3:39])([CH3:22])[O:24]4)[CH:3]=3)=[N:12][N:13]2[CH2:18]1. (3) Given the reactants [H-].[Na+].[F:3][C:4]([F:8])([F:7])[CH2:5][OH:6].[Cl:9][C:10]1[C:11]([C:18]#[N:19])=[N:12][CH:13]=[C:14]([Cl:17])[C:15]=1Cl.[Cl-].[NH4+], predict the reaction product. The product is: [Cl:9][C:10]1[C:11]([C:18]#[N:19])=[N:12][CH:13]=[C:14]([Cl:17])[C:15]=1[O:6][CH2:5][C:4]([F:8])([F:7])[F:3].